This data is from Catalyst prediction with 721,799 reactions and 888 catalyst types from USPTO. The task is: Predict which catalyst facilitates the given reaction. (1) Reactant: [NH2:1][C:2]1[N:10]=[C:9]2[C:5]([N:6]=[CH:7][N:8]2[C@H:11]2[C@:15]([CH3:17])([OH:16])[C@@H:14]([F:18])[C@@H:13]([CH2:19][O:20]CC3C=CC=CC=3)[O:12]2)=[C:4]([O:28][CH3:29])[N:3]=1. Product: [NH2:1][C:2]1[N:10]=[C:9]2[C:5]([N:6]=[CH:7][N:8]2[C@H:11]2[C@:15]([CH3:17])([OH:16])[C@@H:14]([F:18])[C@@H:13]([CH2:19][OH:20])[O:12]2)=[C:4]([O:28][CH3:29])[N:3]=1. The catalyst class is: 19. (2) Reactant: Br[C:2]1[N:6]2[N:7]=[C:8]([Cl:18])[CH:9]=[C:10]([C:11]3[CH:12]=[N:13][CH:14]=[CH:15][C:16]=3[CH3:17])[C:5]2=[N:4][CH:3]=1.[C:19]1(B(O)O)[CH:24]=[CH:23][CH:22]=[CH:21][CH:20]=1.[O-]P([O-])([O-])=O.[K+].[K+].[K+]. Product: [Cl:18][C:8]1[CH:9]=[C:10]([C:11]2[CH:12]=[N:13][CH:14]=[CH:15][C:16]=2[CH3:17])[C:5]2[N:6]([C:2]([C:19]3[CH:24]=[CH:23][CH:22]=[CH:21][CH:20]=3)=[CH:3][N:4]=2)[N:7]=1. The catalyst class is: 203. (3) Reactant: [Cl:1][C:2]1[CH:3]=[C:4]2[C:8](=[CH:9][CH:10]=1)[NH:7][CH:6]=[C:5]2[C:11]1[O:12][CH:13]=[C:14]([C:16]([O:18][CH2:19][CH3:20])=[O:17])[N:15]=1.C(=O)([O-])[O-].[K+].[K+].Br[CH2:28][CH:29]1[CH2:31][CH2:30]1. Product: [Cl:1][C:2]1[CH:3]=[C:4]2[C:8](=[CH:9][CH:10]=1)[N:7]([CH2:28][CH:29]1[CH2:31][CH2:30]1)[CH:6]=[C:5]2[C:11]1[O:12][CH:13]=[C:14]([C:16]([O:18][CH2:19][CH3:20])=[O:17])[N:15]=1. The catalyst class is: 31. (4) Reactant: [C:1]1(/[C:7](/[CH3:13])=[CH:8]/[S:9]([NH2:12])(=[O:11])=[O:10])[CH:6]=[CH:5][CH:4]=[CH:3][CH:2]=1.C(=O)([O-])[O-].[K+].[K+].[Cl:20][C:21]1[CH:29]=[C:28]([Cl:30])[CH:27]=[CH:26][C:22]=1[C:23](Cl)=[O:24]. Product: [Cl:20][C:21]1[CH:29]=[C:28]([Cl:30])[CH:27]=[CH:26][C:22]=1[C:23]([NH:12][S:9](/[CH:8]=[C:7](/[C:1]1[CH:2]=[CH:3][CH:4]=[CH:5][CH:6]=1)\[CH3:13])(=[O:10])=[O:11])=[O:24]. The catalyst class is: 12. (5) Product: [N:4]1[CH:5]=[CH:6][CH:7]=[N:8][C:3]=1[O:2][C:16](=[O:25])[N:17]([CH3:24])[C:18]1[CH:23]=[CH:22][CH:21]=[CH:20][CH:19]=1. Reactant: Cl.[OH:2][C:3]1[N:8]=[CH:7][CH:6]=[CH:5][N:4]=1.[I-].C[N+]1C=CN([C:16](=[O:25])[N:17]([CH3:24])[C:18]2[CH:23]=[CH:22][CH:21]=[CH:20][CH:19]=2)C=1.C(N(CC)CC)C. The catalyst class is: 10. (6) Reactant: [CH3:1][O:2][C:3]1[CH:4]=[CH:5][CH:6]=[C:7]2[C:12]=1[CH:11]=[N:10][C:9]([OH:13])=[CH:8]2.C(N(CC)C(C)C)(C)C.[S:23](O[S:23]([C:26]([F:29])([F:28])[F:27])(=[O:25])=[O:24])([C:26]([F:29])([F:28])[F:27])(=[O:25])=[O:24]. Product: [F:27][C:26]([F:29])([F:28])[S:23]([O:13][C:9]1[N:10]=[CH:11][C:12]2[C:7]([CH:8]=1)=[CH:6][CH:5]=[CH:4][C:3]=2[O:2][CH3:1])(=[O:25])=[O:24]. The catalyst class is: 2. (7) Reactant: [O:1]1[C:5]2[CH2:6][CH2:7][CH2:8][C:9](=O)[C:4]=2[CH:3]=[CH:2]1.C([O-])(=O)C.[NH4+].C([BH3-])#[N:17].[Na+]. Product: [O:1]1[C:5]2[CH2:6][CH2:7][CH2:8][CH:9]([NH2:17])[C:4]=2[CH:3]=[CH:2]1. The catalyst class is: 5. (8) Reactant: C1([CH2:7][C:8]([O:10]CC)=[O:9])C=CC=CC=1.[CH3:13][C:14]1([C:21]2[CH:26]=[CH:25][CH:24]=[CH:23][CH:22]=2)[CH2:19][CH2:18][CH2:17][NH:16][C:15]1=[O:20].CC(C)([O-])C.[K+].BrCC(OCC)=O.[OH-].[Na+]. The catalyst class is: 54. Product: [CH3:13][C:14]1([C:21]2[CH:26]=[CH:25][CH:24]=[CH:23][CH:22]=2)[CH2:19][CH2:18][CH2:17][NH:16][C:15]1=[O:20].[CH3:13][C:14]1([C:21]2[CH:26]=[CH:25][CH:24]=[CH:23][CH:22]=2)[CH2:19][CH2:18][CH2:17][N:16]([CH2:7][C:8]([OH:10])=[O:9])[C:15]1=[O:20]. (9) Reactant: [Cl:1][CH2:2][C:3]([C:5]1[CH:6]=[C:7]([F:16])[C:8]2[O:13][CH2:12][C:11](=[O:14])[NH:10][C:9]=2[CH:15]=1)=O.C([SiH](CC)CC)C.C([O-])(O)=O.[Na+]. Product: [Cl:1][CH2:2][CH2:3][C:5]1[CH:6]=[C:7]([F:16])[C:8]2[O:13][CH2:12][C:11](=[O:14])[NH:10][C:9]=2[CH:15]=1. The catalyst class is: 55.